This data is from Reaction yield outcomes from USPTO patents with 853,638 reactions. The task is: Predict the reaction yield, written as a fraction of the theoretical maximum amount of product (1.0 means a 100% yield; for example, 0.34 means a 34% yield). (1) The reactants are [N+:1]([C:4]1[CH:5]=[C:6]2[C:11](=[CH:12][CH:13]=1)[N:10]=[C:9]([C:14]1[CH:19]=[CH:18][CH:17]=[C:16]([F:20])[CH:15]=1)[CH:8]=[C:7]2[N:21]=[N+]=[N-])([O-])=O.O. The catalyst is C(OCC)(=O)C.C(O)C. The product is [F:20][C:16]1[CH:15]=[C:14]([C:9]2[CH:8]=[C:7]([NH2:21])[C:6]3[C:11](=[CH:12][CH:13]=[C:4]([NH2:1])[CH:5]=3)[N:10]=2)[CH:19]=[CH:18][CH:17]=1. The yield is 0.880. (2) The reactants are [CH:1]1([NH:6][CH2:7][C:8]([F:15])([F:14])[C:9]([O:11][CH2:12][CH3:13])=[O:10])[CH2:5][CH2:4][CH2:3][CH2:2]1.C([O-])([O-])=O.[K+].[K+].[Cl:22][C:23]1[N:28]=[C:27](Cl)[C:26]([N+:30]([O-:32])=[O:31])=[CH:25][N:24]=1. The catalyst is CC(C)=O. The product is [Cl:22][C:23]1[N:28]=[C:27]([N:6]([CH:1]2[CH2:2][CH2:3][CH2:4][CH2:5]2)[CH2:7][C:8]([F:14])([F:15])[C:9]([O:11][CH2:12][CH3:13])=[O:10])[C:26]([N+:30]([O-:32])=[O:31])=[CH:25][N:24]=1. The yield is 0.530. (3) The reactants are [CH3:1][C:2]1[CH:6]=[C:5]([NH:7][C:8](=[O:15])OCC(Cl)(Cl)Cl)[O:4][N:3]=1.[F:16][C:17]1[CH:22]=[C:21]([F:23])[CH:20]=[CH:19][C:18]=1[C:24]1[N:29]=[C:28]([N:30]2[CH2:35][CH2:34][NH:33][CH2:32][CH2:31]2)[CH:27]=[CH:26][CH:25]=1. No catalyst specified. The product is [F:16][C:17]1[CH:22]=[C:21]([F:23])[CH:20]=[CH:19][C:18]=1[C:24]1[N:29]=[C:28]([N:30]2[CH2:31][CH2:32][N:33]([C:8]([NH:7][C:5]3[O:4][N:3]=[C:2]([CH3:1])[CH:6]=3)=[O:15])[CH2:34][CH2:35]2)[CH:27]=[CH:26][CH:25]=1. The yield is 0.520. (4) The reactants are Cl.[F:2][C:3]1[C:4]([O:13][CH3:14])=[C:5]([C@@H:9]2[CH2:11][C@H:10]2[NH2:12])[CH:6]=[CH:7][CH:8]=1.[CH:15]([CH:17]1[CH2:22][CH2:21][N:20]([C:23]([O:25][C:26]([CH3:29])([CH3:28])[CH3:27])=[O:24])[CH2:19][CH2:18]1)=O.[BH-](OC(C)=O)(OC(C)=O)OC(C)=O.[Na+]. The catalyst is ClCCCl.CO.C(Cl)Cl. The product is [F:2][C:3]1[C:4]([O:13][CH3:14])=[C:5]([C@@H:9]2[CH2:11][C@H:10]2[NH:12][CH2:15][CH:17]2[CH2:22][CH2:21][N:20]([C:23]([O:25][C:26]([CH3:27])([CH3:29])[CH3:28])=[O:24])[CH2:19][CH2:18]2)[CH:6]=[CH:7][CH:8]=1. The yield is 0.250. (5) The reactants are [OH:1][C:2]1[CH:7]=[CH:6][N:5]([CH2:8][CH2:9][C:10]([CH3:20])([S:16]([CH3:19])(=[O:18])=[O:17])[C:11]([O:13]CC)=[O:12])[C:4](=[O:21])[CH:3]=1.[CH:22]1([CH2:28][CH2:29][CH2:30]O)[CH2:27][CH2:26][CH2:25][CH2:24][CH2:23]1.C1(P(C2C=CC=CC=2)C2C=CC=CC=2)C=CC=CC=1.CC(OC(/N=N/C(OC(C)C)=O)=O)C.[Li+].[OH-]. The catalyst is C(OCC)(=O)C.O.C1COCC1. The product is [CH:22]1([CH2:28][CH2:29][CH2:30][O:1][C:2]2[CH:7]=[CH:6][N:5]([CH2:8][CH2:9][C:10]([CH3:20])([S:16]([CH3:19])(=[O:17])=[O:18])[C:11]([OH:13])=[O:12])[C:4](=[O:21])[CH:3]=2)[CH2:27][CH2:26][CH2:25][CH2:24][CH2:23]1. The yield is 0.510.